From a dataset of Full USPTO retrosynthesis dataset with 1.9M reactions from patents (1976-2016). Predict the reactants needed to synthesize the given product. (1) The reactants are: C1(S([N:10]2[C:18]3[C:13](=[CH:14][CH:15]=[CH:16][CH:17]=3)[CH:12]=[C:11]2[CH2:19][CH3:20])(=O)=O)C=CC=CC=1.[OH-].[Na+]. Given the product [CH2:19]([C:11]1[NH:10][C:18]2[C:13]([CH:12]=1)=[CH:14][CH:15]=[CH:16][CH:17]=2)[CH3:20], predict the reactants needed to synthesize it. (2) Given the product [NH2:25][C:23]1[CH2:22][CH2:21][CH2:20][CH2:19][CH:18]([CH2:17][CH2:16][C:14]2[NH:13][C:10]3=[N:11][CH:12]=[C:7]([C:1]4[CH:2]=[CH:3][C:4]([S:28]([N:27]([CH3:56])[CH3:26])(=[O:30])=[O:29])=[CH:5][CH:6]=4)[CH:8]=[C:9]3[N:15]=2)[N:24]=1, predict the reactants needed to synthesize it. The reactants are: [C:1]1([C:7]2[CH:8]=[C:9]3[N:15]=[C:14]([CH2:16][CH2:17][CH:18]4[N:24]=[C:23]([NH2:25])[CH2:22][CH2:21][CH2:20][CH2:19]4)[NH:13][C:10]3=[N:11][CH:12]=2)[CH:6]=[CH:5][CH:4]=[CH:3][CH:2]=1.[CH3:26][N:27]([CH3:56])[S:28](C1C=CC(C2C=C3N=C(CCC4CCCCC(=S)N4)NC3=NC=2)=CC=1)(=[O:30])=[O:29].N. (3) Given the product [C:7]([CH2:6][CH2:5][C:4]1[CH:3]=[C:2]([NH:1][C:22]([NH:21][C:15]2[CH:16]=[CH:17][CH:18]=[C:19]([Cl:20])[C:14]=2[Cl:13])=[O:23])[CH:12]=[CH:11][CH:10]=1)([OH:9])=[O:8], predict the reactants needed to synthesize it. The reactants are: [NH2:1][C:2]1[CH:3]=[C:4]([CH:10]=[CH:11][CH:12]=1)[CH2:5][CH2:6][C:7]([OH:9])=[O:8].[Cl:13][C:14]1[C:19]([Cl:20])=[CH:18][CH:17]=[CH:16][C:15]=1[N:21]=[C:22]=[O:23]. (4) Given the product [Br:17][CH2:18][CH2:19][CH2:20][CH2:21][CH2:22][CH2:23][O:1][C:2]1[CH:3]=[CH:4][C:5]([N:8]=[N:9][C:10]2[CH:15]=[CH:14][C:13]([CH3:16])=[CH:12][CH:11]=2)=[CH:6][CH:7]=1, predict the reactants needed to synthesize it. The reactants are: [OH:1][C:2]1[CH:7]=[CH:6][C:5]([N:8]=[N:9][C:10]2[CH:15]=[CH:14][C:13]([CH3:16])=[CH:12][CH:11]=2)=[CH:4][CH:3]=1.[Br:17][CH2:18][CH2:19][CH2:20][CH2:21][CH2:22][CH2:23]Br.OC1C=CC=CC=1. (5) Given the product [Br:1][C:2]1[N:7]=[C:6]([CH2:8][O:9][C:15]2[CH:14]=[CH:13][C:12]([C:21](=[O:23])[CH3:22])=[C:11]([OH:10])[C:16]=2[CH2:17][CH2:18][CH3:19])[CH:5]=[CH:4][CH:3]=1, predict the reactants needed to synthesize it. The reactants are: [Br:1][C:2]1[N:7]=[C:6]([CH2:8][OH:9])[CH:5]=[CH:4][CH:3]=1.[OH:10][C:11]1[C:16]([CH2:17][CH2:18][CH3:19])=[C:15](O)[CH:14]=[CH:13][C:12]=1[C:21](=[O:23])[CH3:22].C(P(CCCC)CCCC)CCC.N(C(N1CCCCC1)=O)=NC(N1CCCCC1)=O. (6) Given the product [CH3:14][O:1][C:2]1[CH:8]=[CH:7][CH:6]=[C:5]([N+:9]([O-:11])=[O:10])[C:3]=1[NH2:4], predict the reactants needed to synthesize it. The reactants are: [OH:1][C:2]1[CH:8]=[CH:7][CH:6]=[C:5]([N+:9]([O-:11])=[O:10])[C:3]=1[NH2:4].[H-].[Na+].[CH3:14]I. (7) Given the product [Br:1][C:2]1[CH:3]=[C:4]([C:5]2[S:6][CH:12]=[C:13]([C:14]([O:16][CH2:17][CH3:18])=[O:15])[N:7]=2)[CH:8]=[CH:9][CH:10]=1, predict the reactants needed to synthesize it. The reactants are: [Br:1][C:2]1[CH:3]=[C:4]([CH:8]=[CH:9][CH:10]=1)[C:5]([NH2:7])=[S:6].Br[CH2:12][C:13](=O)[C:14]([O:16][CH2:17][CH3:18])=[O:15].